From a dataset of Forward reaction prediction with 1.9M reactions from USPTO patents (1976-2016). Predict the product of the given reaction. Given the reactants Cl[C:2]1[CH:9]=[CH:8][C:5]([C:6]#[N:7])=[CH:4][N:3]=1.[C:10]([NH:13][CH:14]1[CH2:19][CH2:18][NH:17][CH2:16][CH2:15]1)(=[O:12])[CH3:11], predict the reaction product. The product is: [C:6]([C:5]1[CH:8]=[CH:9][C:2]([N:17]2[CH2:18][CH2:19][CH:14]([NH:13][C:10](=[O:12])[CH3:11])[CH2:15][CH2:16]2)=[N:3][CH:4]=1)#[N:7].